This data is from Reaction yield outcomes from USPTO patents with 853,638 reactions. The task is: Predict the reaction yield, written as a fraction of the theoretical maximum amount of product (1.0 means a 100% yield; for example, 0.34 means a 34% yield). (1) The reactants are [C:1]1([S:7][CH2:8][C@H:9]([NH:15][C:16]2[CH:21]=[CH:20][C:19]([S:22](=[O:25])(=[O:24])[NH2:23])=[CH:18][C:17]=2[S:26]([C:29]([F:32])([F:31])[F:30])(=[O:28])=[O:27])[CH2:10][C:11]([O:13]C)=[O:12])[CH:6]=[CH:5][CH:4]=[CH:3][CH:2]=1.C1COCC1.CO.[Li+].[OH-]. The catalyst is O. The product is [C:1]1([S:7][CH2:8][C@H:9]([NH:15][C:16]2[CH:21]=[CH:20][C:19]([S:22](=[O:24])(=[O:25])[NH2:23])=[CH:18][C:17]=2[S:26]([C:29]([F:30])([F:31])[F:32])(=[O:28])=[O:27])[CH2:10][C:11]([OH:13])=[O:12])[CH:6]=[CH:5][CH:4]=[CH:3][CH:2]=1. The yield is 0.930. (2) The reactants are NC1C(C)=CC=CC=1[C:9]([C:11]1[CH:16]=[CH:15][CH:14]=[CH:13][C:12]=1[F:17])=[O:10].[Cl:18][C:19]1[CH:20]=[C:21]([CH:23]=[CH:24][C:25]=1[Cl:26])[NH2:22].FC1C=CC=CC=1C#N. No catalyst specified. The product is [NH2:22][C:21]1[CH:20]=[C:19]([Cl:18])[C:25]([Cl:26])=[CH:24][C:23]=1[C:9]([C:11]1[CH:16]=[CH:15][CH:14]=[CH:13][C:12]=1[F:17])=[O:10]. The yield is 0.170. (3) The reactants are [CH2:1]([S:3][CH2:4][CH2:5][NH2:6])[CH3:2].[C:7](O[C:7]([O:9][C:10]([CH3:13])([CH3:12])[CH3:11])=[O:8])([O:9][C:10]([CH3:13])([CH3:12])[CH3:11])=[O:8]. The catalyst is O1CCCC1. The product is [CH2:1]([S:3][CH2:4][CH2:5][NH:6][C:7](=[O:8])[O:9][C:10]([CH3:13])([CH3:12])[CH3:11])[CH3:2]. The yield is 1.00. (4) The reactants are [S:1]1[C:5]2[CH:6]=[CH:7][CH:8]=[CH:9][C:4]=2[N:3]=[C:2]1[O:10][C:11]1[CH:19]=[CH:18][C:14]([C:15](O)=[O:16])=[C:13]([F:20])[CH:12]=1.CCN(CC)CC.C(OC(Cl)=O)C(C)C.[BH4-].[Na+]. The catalyst is C1COCC1.O. The product is [S:1]1[C:5]2[CH:6]=[CH:7][CH:8]=[CH:9][C:4]=2[N:3]=[C:2]1[O:10][C:11]1[CH:19]=[CH:18][C:14]([CH2:15][OH:16])=[C:13]([F:20])[CH:12]=1. The yield is 0.750. (5) No catalyst specified. The reactants are O=P(Cl)(Cl)Cl.[CH3:6][N:7]1[C:15]2[C:10](=[CH:11][CH:12]=[CH:13][CH:14]=2)[CH2:9][CH2:8]1.CN([CH:19]=[O:20])C. The product is [CH3:6][N:7]1[C:15]2[C:10](=[CH:11][C:12]([CH:19]=[O:20])=[CH:13][CH:14]=2)[CH2:9][CH2:8]1. The yield is 0.760. (6) The reactants are Br[C:2]1[CH:12]=[CH:11][C:5]([C:6]([O:8][CH2:9][CH3:10])=[O:7])=[CH:4][CH:3]=1.CC1(C)OB([C:19]2[CH:20]=[N:21][NH:22][CH:23]=2)OC1(C)C.C(Cl)Cl.C(=O)([O-])[O-].[K+].[K+]. The catalyst is C1C=CC(P(C2C=CC=CC=2)[C-]2C=CC=C2)=CC=1.C1C=CC(P(C2C=CC=CC=2)[C-]2C=CC=C2)=CC=1.Cl[Pd]Cl.[Fe+2].O.O1CCOCC1. The product is [NH:21]1[CH:20]=[C:19]([C:2]2[CH:12]=[CH:11][C:5]([C:6]([O:8][CH2:9][CH3:10])=[O:7])=[CH:4][CH:3]=2)[CH:23]=[N:22]1. The yield is 0.190. (7) The reactants are [CH2:1]([C:3]1[NH:7][C:6]2[CH:8]=[CH:9][CH:10]=[CH:11][C:5]=2[N:4]=1)[CH3:2].Br[CH2:13][C:14]1[CH:33]=[CH:32][C:17]2/[C:18](=[C:28](/[CH3:31])\[C:29]#[N:30])/[C:19]3[CH:26]=[CH:25][C:24]([F:27])=[CH:23][C:20]=3[O:21][CH2:22][C:16]=2[CH:15]=1. No catalyst specified. The product is [CH2:1]([C:3]1[N:4]([CH2:13][C:14]2[CH:33]=[CH:32][C:17]3/[C:18](=[C:28](/[CH3:31])\[C:29]#[N:30])/[C:19]4[CH:26]=[CH:25][C:24]([F:27])=[CH:23][C:20]=4[O:21][CH2:22][C:16]=3[CH:15]=2)[C:5]2[CH:11]=[CH:10][CH:9]=[CH:8][C:6]=2[N:7]=1)[CH3:2]. The yield is 0.960. (8) The reactants are F[C:2]1[CH:3]=[N:4][C:5]2[C:10]([N:11]=1)=[C:9]([C:12]1[NH:20][C:19]3[CH2:18][CH2:17][NH:16][C:15](=[O:21])[C:14]=3[CH:13]=1)[CH:8]=[CH:7][CH:6]=2.Cl.[CH3:23][C:24]1([CH3:30])[CH2:29][O:28][CH2:27][CH2:26][NH:25]1.CCN(C(C)C)C(C)C. No catalyst specified. The product is [CH3:23][C:24]1([CH3:30])[N:25]([C:2]2[CH:3]=[N:4][C:5]3[C:10]([N:11]=2)=[C:9]([C:12]2[NH:20][C:19]4[CH2:18][CH2:17][NH:16][C:15](=[O:21])[C:14]=4[CH:13]=2)[CH:8]=[CH:7][CH:6]=3)[CH2:26][CH2:27][O:28][CH2:29]1. The yield is 0.120. (9) The reactants are [CH2:1]([O:3][C@H:4]1[CH2:9][CH2:8][C@H:7]([N:10]2[CH2:15][CH2:14][CH:13]([NH:16][C:17]3[CH:22]=[C:21]([CH3:23])[C:20]([F:24])=[CH:19][C:18]=3[N+:25]([O-])=O)[CH2:12][CH2:11]2)[CH2:6][CH2:5]1)[CH3:2].O.NN. The catalyst is C(O)C.[Ni]. The product is [CH2:1]([O:3][C@H:4]1[CH2:9][CH2:8][C@H:7]([N:10]2[CH2:11][CH2:12][CH:13]([NH:16][C:17]3[C:18]([NH2:25])=[CH:19][C:20]([F:24])=[C:21]([CH3:23])[CH:22]=3)[CH2:14][CH2:15]2)[CH2:6][CH2:5]1)[CH3:2]. The yield is 0.890. (10) The reactants are [NH2:1][C:2]1[CH:7]=[CH:6][C:5]([OH:8])=[C:4]([F:9])[CH:3]=1.[H-].[Na+].[CH2:12]([O:19][C:20]([N:22]1[CH2:26][CH:25]2[CH2:27][CH:28]([CH2:30][O:31][C:32]3[CH:41]=[C:40]4[C:35]([C:36](Cl)=[N:37][CH:38]=[N:39]4)=[CH:34][C:33]=3[O:43][CH3:44])[CH2:29][CH:24]2[CH2:23]1)=[O:21])[C:13]1[CH:18]=[CH:17][CH:16]=[CH:15][CH:14]=1. The catalyst is CN(C=O)C.CCOC(C)=O. The product is [CH2:12]([O:19][C:20]([N:22]1[CH2:23][CH:24]2[CH2:29][CH:28]([CH2:30][O:31][C:32]3[CH:41]=[C:40]4[C:35]([C:36]([O:8][C:5]5[CH:6]=[CH:7][C:2]([NH2:1])=[CH:3][C:4]=5[F:9])=[N:37][CH:38]=[N:39]4)=[CH:34][C:33]=3[O:43][CH3:44])[CH2:27][CH:25]2[CH2:26]1)=[O:21])[C:13]1[CH:18]=[CH:17][CH:16]=[CH:15][CH:14]=1. The yield is 1.00.